From a dataset of Full USPTO retrosynthesis dataset with 1.9M reactions from patents (1976-2016). Predict the reactants needed to synthesize the given product. (1) Given the product [ClH:14].[F:1][C:2]1[CH:3]=[C:4]2[C:9](=[CH:10][CH:11]=1)[CH2:8][CH:7]([NH2:12])[CH2:6][CH2:5]2, predict the reactants needed to synthesize it. The reactants are: [F:1][C:2]1[CH:3]=[C:4]2[C:9](=[CH:10][CH:11]=1)[CH2:8][C:7](=[N:12]O)[CH2:6][CH2:5]2.[ClH:14]. (2) Given the product [CH3:9][C:8]([CH3:10])=[CH:39][C:36]1[CH:37]=[CH:38][C:31]2[O:30][CH2:34][CH2:33][C:32]=2[CH:35]=1, predict the reactants needed to synthesize it. The reactants are: [H-].[Na+].CS(C)=O.[I-].[CH:8]([P+](C1C=CC=CC=1)(C1C=CC=CC=1)C1C=CC=CC=1)([CH3:10])[CH3:9].[O:30]1[CH2:34][CH2:33][C:32]2[CH:35]=[C:36]([CH:39]=O)[CH:37]=[CH:38][C:31]1=2. (3) Given the product [F:38][S:4]([F:35])([F:3])([F:36])([F:37])[C:5]1[CH:6]=[CH:7][C:8]([CH:11]=[CH:12][C:13]2[O:14][CH:15]=[C:16]([CH2:18][O:19][C:20]3[CH:21]=[CH:22][C:23]([CH2:26][CH2:27][CH2:28][CH2:29][C:30]4[N:34]([CH2:40][CH2:41][OH:42])[N:33]=[N:32][N:31]=4)=[CH:24][CH:25]=3)[N:17]=2)=[CH:9][CH:10]=1.[F:38][S:4]([F:35])([F:3])([F:36])([F:37])[C:5]1[CH:6]=[CH:7][C:8]([CH:11]=[CH:12][C:13]2[O:14][CH:15]=[C:16]([CH2:18][O:19][C:20]3[CH:21]=[CH:22][C:23]([CH2:26][CH2:27][CH2:28][CH2:29][C:30]4[N:31]=[N:32][N:33]([CH2:40][CH2:41][OH:42])[N:34]=4)=[CH:24][CH:25]=3)[N:17]=2)=[CH:9][CH:10]=1, predict the reactants needed to synthesize it. The reactants are: [H-].[Na+].[F:3][S:4]([F:38])([F:37])([F:36])([F:35])[C:5]1[CH:10]=[CH:9][C:8](/[CH:11]=[CH:12]/[C:13]2[O:14][CH:15]=[C:16]([CH2:18][O:19][C:20]3[CH:25]=[CH:24][C:23]([CH2:26][CH2:27][CH2:28][CH2:29][C:30]4[N:31]=[N:32][NH:33][N:34]=4)=[CH:22][CH:21]=3)[N:17]=2)=[CH:7][CH:6]=1.Br[CH2:40][CH2:41][OH:42]. (4) Given the product [Cl:24][C:18]1[CH:17]=[C:16]([CH2:15][CH2:14][C:5]2([CH:9]3[CH2:13][CH2:12][CH2:11][CH2:10]3)[O:4][C:3](=[O:25])[C:2]([S:35][C:31]3[N:30]=[C:29]([CH3:36])[CH:28]=[C:27]([CH3:26])[C:32]=3[C:33]#[N:34])=[C:7]([OH:8])[CH2:6]2)[CH:21]=[CH:20][C:19]=1[O:22][CH3:23], predict the reactants needed to synthesize it. The reactants are: Cl[CH:2]1[C:7](=[O:8])[CH2:6][C:5]([CH2:14][CH2:15][C:16]2[CH:21]=[CH:20][C:19]([O:22][CH3:23])=[C:18]([Cl:24])[CH:17]=2)([CH:9]2[CH2:13][CH2:12][CH2:11][CH2:10]2)[O:4][C:3]1=[O:25].[CH3:26][C:27]1[C:32]([C:33]#[N:34])=[C:31]([SH:35])[N:30]=[C:29]([CH3:36])[CH:28]=1. (5) The reactants are: [C:1]([O:4][C@H:5]([CH3:20])[CH2:6][CH2:7][CH2:8][CH2:9][N:10]1[C:15](=[O:16])[CH:14]=[C:13]([NH2:17])[N:12]([CH3:18])[C:11]1=[O:19])(=[O:3])[CH3:2].CC1(C)[O:27][C:26](=O)[CH:25]=[C:24]([CH3:29])O1. Given the product [C:1]([O:4][C@H:5]([CH3:20])[CH2:6][CH2:7][CH2:8][CH2:9][N:10]1[C:15](=[O:16])[C:14]2[C:26](=[O:27])[CH:25]=[C:24]([CH3:29])[NH:17][C:13]=2[N:12]([CH3:18])[C:11]1=[O:19])(=[O:3])[CH3:2], predict the reactants needed to synthesize it. (6) Given the product [O:58]=[S:9]1(=[O:8])[CH2:14][CH2:13][N:12]([CH2:15][CH2:16][NH:17][C@:18]23[CH2:53][CH2:52][C@@H:51]([C:54]4([CH3:57])[CH2:56][CH2:55]4)[C@@H:19]2[C@@H:20]2[C@@:33]([CH3:36])([CH2:34][CH2:35]3)[C@@:32]3([CH3:37])[C@@H:23]([C@:24]4([CH3:50])[C@@H:29]([CH2:30][CH2:31]3)[C:28]([CH3:39])([CH3:38])[C:27]([C:40]3[CH:41]=[CH:42][C:43]([C:44]([OH:46])=[O:45])=[CH:48][CH:49]=3)=[CH:26][CH2:25]4)[CH2:22][CH2:21]2)[CH2:11][CH2:10]1, predict the reactants needed to synthesize it. The reactants are: FC(F)(F)C(O)=O.[O:8]=[S:9]1(=[O:58])[CH2:14][CH2:13][N:12]([CH2:15][CH2:16][NH:17][C@:18]23[CH2:53][CH2:52][C@@H:51]([C:54]4([CH3:57])[CH2:56][CH2:55]4)[C@@H:19]2[C@@H:20]2[C@@:33]([CH3:36])([CH2:34][CH2:35]3)[C@@:32]3([CH3:37])[C@@H:23]([C@:24]4([CH3:50])[C@@H:29]([CH2:30][CH2:31]3)[C:28]([CH3:39])([CH3:38])[C:27]([C:40]3[CH:49]=[CH:48][C:43]([C:44]([O:46]C)=[O:45])=[CH:42][CH:41]=3)=[CH:26][CH2:25]4)[CH2:22][CH2:21]2)[CH2:11][CH2:10]1.[OH-].[Li+].C1COCC1.